This data is from Catalyst prediction with 721,799 reactions and 888 catalyst types from USPTO. The task is: Predict which catalyst facilitates the given reaction. Reactant: Cl[C:2]1[N:7]=[C:6]([C:8]2[CH:20]=[CH:19][C:11]3[N:12]=[C:13]([NH:15]C(=O)C)[S:14][C:10]=3[CH:9]=2)[CH:5]=[CH:4][N:3]=1.[C:21]1([CH2:27][CH2:28][CH2:29][NH2:30])[CH:26]=[CH:25][CH:24]=[CH:23][CH:22]=1. Product: [C:21]1([CH2:27][CH2:28][CH2:29][NH:30][C:2]2[N:7]=[C:6]([C:8]3[CH:20]=[CH:19][C:11]4[N:12]=[C:13]([NH2:15])[S:14][C:10]=4[CH:9]=3)[CH:5]=[CH:4][N:3]=2)[CH:26]=[CH:25][CH:24]=[CH:23][CH:22]=1. The catalyst class is: 17.